Dataset: Full USPTO retrosynthesis dataset with 1.9M reactions from patents (1976-2016). Task: Predict the reactants needed to synthesize the given product. (1) Given the product [OH:29][CH2:28][C:23]1[CH:22]=[C:21]([CH:26]=[C:25]([CH3:27])[CH:24]=1)[C:19]([O:18][CH3:17])=[O:20], predict the reactants needed to synthesize it. The reactants are: [H-].C([Al+]CC(C)C)C(C)C.CCCCCC.[CH3:17][O:18][C:19]([C:21]1[CH:26]=[C:25]([CH3:27])[CH:24]=[C:23]([C:28](OC)=[O:29])[CH:22]=1)=[O:20].[Cl-].[NH4+]. (2) Given the product [Br:27][C:13]1[CH:14]=[C:8]([C:3]([F:19])([C:4]([F:7])([F:6])[F:5])[C:2]([F:20])([F:21])[F:1])[CH:9]=[C:10]([C:15]([F:16])([F:17])[F:18])[C:11]=1[NH2:12], predict the reactants needed to synthesize it. The reactants are: [F:1][C:2]([F:21])([F:20])[C:3]([F:19])([C:8]1[CH:14]=[CH:13][C:11]([NH2:12])=[C:10]([C:15]([F:18])([F:17])[F:16])[CH:9]=1)[C:4]([F:7])([F:6])[F:5].CN(C=O)C.[Br:27]N1C(=O)CCC1=O. (3) Given the product [CH3:38][S:39][C:40]1[CH:41]=[CH:42][C:43]([C:46](=[CH:9][CH:10]2[CH2:11][CH2:12][O:13][CH2:14][CH2:15]2)[C:47]([O:49][CH2:50][CH3:51])=[O:48])=[N:44][CH:45]=1, predict the reactants needed to synthesize it. The reactants are: [I-].C1([P+](C2C=CC=CC=2)(C2C=CC=CC=2)[CH2:9][CH:10]2[CH2:15][CH2:14][O:13][CH2:12][CH2:11]2)C=CC=CC=1.C[Si](C)(C)[N-][Si](C)(C)C.[Li+].[CH3:38][S:39][C:40]1[CH:41]=[CH:42][C:43]([C:46](=O)[C:47]([O:49][CH2:50][CH3:51])=[O:48])=[N:44][CH:45]=1.[Cl-].[NH4+].